From a dataset of Forward reaction prediction with 1.9M reactions from USPTO patents (1976-2016). Predict the product of the given reaction. The product is: [CH2:37]([O:44][C@@H:45]([CH3:49])[C:46]([NH:15][NH:14][C:13]1[C:8]([C:5]2[CH:6]=[CH:7][C:2]([Cl:1])=[CH:3][CH:4]=2)=[C:9]([C:29]2[CH:30]=[CH:31][C:32]([C:33]#[N:34])=[CH:35][CH:36]=2)[C:10](=[O:28])[N:11]([CH2:16][C:17]2[C:18]([CH3:27])=[N:19][C:20]([C:23]([F:25])([F:26])[F:24])=[CH:21][CH:22]=2)[N:12]=1)=[O:47])[C:38]1[CH:43]=[CH:42][CH:41]=[CH:40][CH:39]=1. Given the reactants [Cl:1][C:2]1[CH:7]=[CH:6][C:5]([C:8]2[C:13]([NH:14][NH2:15])=[N:12][N:11]([CH2:16][C:17]3[C:18]([CH3:27])=[N:19][C:20]([C:23]([F:26])([F:25])[F:24])=[CH:21][CH:22]=3)[C:10](=[O:28])[C:9]=2[C:29]2[CH:36]=[CH:35][C:32]([C:33]#[N:34])=[CH:31][CH:30]=2)=[CH:4][CH:3]=1.[CH2:37]([O:44][C@@H:45]([CH3:49])[C:46](O)=[O:47])[C:38]1[CH:43]=[CH:42][CH:41]=[CH:40][CH:39]=1.CCN=C=NCCCN(C)C.C1C=CC2N(O)N=NC=2C=1.C(N(C(C)C)CC)(C)C, predict the reaction product.